Dataset: Forward reaction prediction with 1.9M reactions from USPTO patents (1976-2016). Task: Predict the product of the given reaction. (1) Given the reactants ClC1C=C([C:9]2[N:13]3[C:14]4[N:22]=[C:21]([O:23][CH3:24])[CH:20]=[CH:19][C:15]=4[N:16]=[C:17]([CH3:18])[C:12]3=[C:11]([CH3:25])[N:10]=2)C=C(Cl)C=1.[Cl:26][C:27]1[CH:32]=[CH:31][C:30](B(O)O)=[C:29]([O:36][CH3:37])[CH:28]=1.C([O-])([O-])=O.[K+].[K+], predict the reaction product. The product is: [Cl:26][C:27]1[CH:32]=[CH:31][C:30]([C:9]2[N:13]3[C:14]4[N:22]=[C:21]([O:23][CH3:24])[CH:20]=[CH:19][C:15]=4[N:16]=[C:17]([CH3:18])[C:12]3=[C:11]([CH3:25])[N:10]=2)=[C:29]([O:36][CH3:37])[CH:28]=1. (2) Given the reactants Br[C:2]1[Se:3][CH:4]=[CH:5][CH:6]=1.[CH2:7]([O:9][C:10]1[CH:15]=[CH:14][C:13](B(O)O)=[C:12]([F:19])[C:11]=1[F:20])[CH3:8].C(=O)([O-])[O-].[Na+].[Na+], predict the reaction product. The product is: [CH2:7]([O:9][C:10]1[CH:15]=[CH:14][C:13]([C:2]2[Se:3][CH:4]=[CH:5][CH:6]=2)=[C:12]([F:19])[C:11]=1[F:20])[CH3:8]. (3) Given the reactants [Cl:1][C:2]1[CH:7]=[CH:6][C:5]([C:8]2[N:13]=[C:12]([CH3:14])[N:11]3[C:15](=[O:18])[NH:16][N:17]=[C:10]3[C:9]=2[C:19]2[CH:24]=[CH:23][C:22]([Cl:25])=[CH:21][CH:20]=2)=[CH:4][CH:3]=1.Cl[CH2:27][C:28]1[CH:29]=[CH:30][C:31]([C:34]([F:37])([F:36])[F:35])=[N:32][CH:33]=1.ClC1C=CC(C2N=C(C)N3C(=O)N(CC4C=CC(C(F)(F)F)=CC=4)N=C3C=2C2C=CC(Cl)=CC=2)=CC=1, predict the reaction product. The product is: [Cl:1][C:2]1[CH:7]=[CH:6][C:5]([C:8]2[N:13]=[C:12]([CH3:14])[N:11]3[C:15](=[O:18])[N:16]([CH2:27][C:28]4[CH:33]=[N:32][C:31]([C:34]([F:37])([F:35])[F:36])=[CH:30][CH:29]=4)[N:17]=[C:10]3[C:9]=2[C:19]2[CH:24]=[CH:23][C:22]([Cl:25])=[CH:21][CH:20]=2)=[CH:4][CH:3]=1. (4) Given the reactants [Br:1][C:2]1[CH:10]=[C:9](/[CH:11]=[CH:12]/[CH:13]([C:18]2[CH:23]=[C:22]([Cl:24])[C:21]([Cl:25])=[C:20]([Cl:26])[CH:19]=2)[C:14]([F:17])([F:16])[F:15])[CH:8]=[CH:7][C:3]=1[C:4](O)=[O:5].[CH2:27]([NH:29][C:30]([N:32]([CH3:34])[NH2:33])=[O:31])[CH3:28].Cl.CN(C)CCCN=C=NCC, predict the reaction product. The product is: [Br:1][C:2]1[CH:10]=[C:9](/[CH:11]=[CH:12]/[CH:13]([C:18]2[CH:19]=[C:20]([Cl:26])[C:21]([Cl:25])=[C:22]([Cl:24])[CH:23]=2)[C:14]([F:17])([F:15])[F:16])[CH:8]=[CH:7][C:3]=1[C:4]([NH:33][N:32]([CH3:34])[C:30]([NH:29][CH2:27][CH3:28])=[O:31])=[O:5]. (5) Given the reactants Br[C:2]1[CH:3]=[C:4]([N:8]([C:13]2[C:32]([CH:33]3[CH2:35][CH2:34]3)=[CH:31][C:16]3[C:17]([C:27]([NH:29][CH3:30])=[O:28])=[C:18]([C:20]4[CH:25]=[CH:24][C:23]([F:26])=[CH:22][CH:21]=4)[O:19][C:15]=3[CH:14]=2)[S:9]([CH3:12])(=[O:11])=[O:10])[CH:5]=[CH:6][CH:7]=1.[CH3:36][C:37]1(C)C(C)(C)OB(C=C)O1.ClCCl.C(=O)([O-])[O-].[Na+].[Na+], predict the reaction product. The product is: [CH:33]1([C:32]2[C:13]([N:8]([C:4]3[CH:5]=[CH:6][CH:7]=[C:2]([CH:36]=[CH2:37])[CH:3]=3)[S:9]([CH3:12])(=[O:11])=[O:10])=[CH:14][C:15]3[O:19][C:18]([C:20]4[CH:21]=[CH:22][C:23]([F:26])=[CH:24][CH:25]=4)=[C:17]([C:27]([NH:29][CH3:30])=[O:28])[C:16]=3[CH:31]=2)[CH2:34][CH2:35]1. (6) Given the reactants [C:1]([NH:5][C:6]1[C:7]([CH3:27])=[N:8][C:9]2[C:14]([N:15]=1)=[C:13]([C:16]1[NH:20][N:19]=[C:18]([C:21]([NH:23][CH2:24][CH2:25]Cl)=[O:22])[CH:17]=1)[CH:12]=[CH:11][CH:10]=2)([CH3:4])([CH3:3])[CH3:2].C([O-])([O-])=O.[K+].[K+].CN(C=O)C, predict the reaction product. The product is: [C:1]([NH:5][C:6]1[C:7]([CH3:27])=[N:8][C:9]2[C:14]([N:15]=1)=[C:13]([C:16]1[CH:17]=[C:18]3[C:21](=[O:22])[NH:23][CH2:24][CH2:25][N:19]3[N:20]=1)[CH:12]=[CH:11][CH:10]=2)([CH3:4])([CH3:3])[CH3:2]. (7) Given the reactants [NH:1]1[C:9]2[C:4](=[CH:5][CH:6]=[CH:7][CH:8]=2)[C:3]([CH:10]=O)=[CH:2]1.[C:12]1([C:18]2[S:26][C:25]3[C:24]([NH:27][C:28]4[CH:33]=[CH:32][C:31]([NH2:34])=[CH:30][CH:29]=4)=[N:23][CH:22]=[N:21][C:20]=3[CH:19]=2)[CH:17]=[CH:16][CH:15]=[CH:14][CH:13]=1, predict the reaction product. The product is: [NH:1]1[C:9]2[C:4](=[CH:5][CH:6]=[CH:7][CH:8]=2)[C:3]([CH2:10][NH:34][C:31]2[CH:30]=[CH:29][C:28]([NH:27][C:24]3[C:25]4[S:26][C:18]([C:12]5[CH:17]=[CH:16][CH:15]=[CH:14][CH:13]=5)=[CH:19][C:20]=4[N:21]=[CH:22][N:23]=3)=[CH:33][CH:32]=2)=[CH:2]1. (8) Given the reactants [C:1]([C:4]1[CH:5]=[N:6][C:7]2[C:12]([C:13]=1[NH:14][C:15]1[CH:16]=[CH:17][C:18]([N:21]3[CH2:25][CH2:24][CH:23]([N:26](C)[C:27](=O)OC(C)(C)C)[CH2:22]3)=[N:19][CH:20]=1)=[CH:11][C:10]([C:35]1[CH:40]=[C:39]([Cl:41])[C:38]([OH:42])=[C:37]([Cl:43])[CH:36]=1)=[CH:9][CH:8]=2)(=[O:3])[CH3:2].O.[ClH:45], predict the reaction product. The product is: [ClH:41].[ClH:45].[ClH:41].[Cl:41][C:39]1[CH:40]=[C:35]([C:10]2[CH:11]=[C:12]3[C:7](=[CH:8][CH:9]=2)[N:6]=[CH:5][C:4]([C:1](=[O:3])[CH3:2])=[C:13]3[NH:14][C:15]2[CH:20]=[N:19][C:18]([N:21]3[CH2:25][CH2:24][CH:23]([NH:26][CH3:27])[CH2:22]3)=[CH:17][CH:16]=2)[CH:36]=[C:37]([Cl:43])[C:38]=1[OH:42]. (9) Given the reactants C1([N:7]2[C:12](=[O:13])[C:11]3[S:14][CH:15]=[C:16]([C:17]4[CH:22]=[CH:21][CH:20]=[CH:19][CH:18]=4)[C:10]=3[N:9]=[CH:8]2)C=CC=CC=1.N[C:24]1[C:28]([C:29]2[CH:34]=[CH:33][CH:32]=[CH:31][CH:30]=2)=CS[C:25]=1C(OC)=O.C(OCC)(OCC)OCC.NC1CC2C(C=1)=CC=CC=2, predict the reaction product. The product is: [CH2:28]1[C:29]2[C:30](=[CH:31][CH:32]=[CH:33][CH:34]=2)[CH2:25][CH:24]1[N:7]1[C:12](=[O:13])[C:11]2[S:14][CH:15]=[C:16]([C:17]3[CH:18]=[CH:19][CH:20]=[CH:21][CH:22]=3)[C:10]=2[N:9]=[CH:8]1. (10) Given the reactants [CH3:1][CH:2]([OH:4])[CH3:3].[Na].Cl[C:7]1[N:12]=[C:11]([O:13][CH:14]([CH3:16])[CH3:15])[N:10]=[C:9]([NH:17][C:18]2[CH:23]=[CH:22][C:21]([N:24]3[CH:28]=[C:27]([CH3:29])[N:26]=[CH:25]3)=[C:20]([O:30][CH3:31])[CH:19]=2)[N:8]=1, predict the reaction product. The product is: [CH:2]([O:4][C:7]1[N:12]=[C:11]([O:13][CH:14]([CH3:16])[CH3:15])[N:10]=[C:9]([NH:17][C:18]2[CH:23]=[CH:22][C:21]([N:24]3[CH:28]=[C:27]([CH3:29])[N:26]=[CH:25]3)=[C:20]([O:30][CH3:31])[CH:19]=2)[N:8]=1)([CH3:3])[CH3:1].